From a dataset of Cav3 T-type calcium channel HTS with 100,875 compounds. Binary Classification. Given a drug SMILES string, predict its activity (active/inactive) in a high-throughput screening assay against a specified biological target. (1) The molecule is O=C1N(C2NC(=O)N(C2N1)C1CCCCC1)C1CCCCC1. The result is 0 (inactive). (2) The compound is S(=O)(=O)(N1CCN(CC1)c1scc(n1)c1ccc(F)cc1)c1c2c(ccc1)cccc2. The result is 0 (inactive). (3) The compound is S(c1c([nH]n(c1=O)c1ccccc1)C(F)(F)F)c1ccccc1. The result is 1 (active). (4) The drug is Brc1cc(S(=O)(=O)N2CCN(CC2)C(=O)c2occc2)c2N(CCc2c1)C(=O)C. The result is 0 (inactive). (5) The molecule is FC(F)(F)c1nc(N2CCOCC2)nc(c2c(OC)cccc2)c1. The result is 0 (inactive). (6) The drug is o1c2c(c(CC)cc1=O)cc(CN(C)C)c(O)c2C. The result is 0 (inactive). (7) The molecule is o1nc(cc1C1CC1)C(=O)NCc1ccc(OC)cc1. The result is 0 (inactive). (8) The compound is S(c1n(c2c(n(c(=O)[nH]c2=O)C)n1)CCOCC)CCc1ccccc1. The result is 0 (inactive). (9) The drug is S1C(=NC(=O)C1)CC(OC(C)C)=O. The result is 0 (inactive). (10) The molecule is Clc1ccc(N2CCN(CC2)C(=O)CCn2c(=O)c3c([nH]c2=O)cccc3)cc1. The result is 0 (inactive).